Dataset: Forward reaction prediction with 1.9M reactions from USPTO patents (1976-2016). Task: Predict the product of the given reaction. (1) Given the reactants [C:1]([O:5][CH3:6])(=[O:4])[CH2:2][SH:3].Br[CH2:8][C:9]([C:11]1[CH:16]=[CH:15][C:14]([CH3:17])=[CH:13][C:12]=1[Cl:18])=[O:10].CCN(CC)CC, predict the reaction product. The product is: [Cl:18][C:12]1[CH:13]=[C:14]([CH3:17])[CH:15]=[CH:16][C:11]=1[C:9](=[O:10])[CH2:8][S:3][CH2:2][C:1]([O:5][CH3:6])=[O:4]. (2) Given the reactants [NH2:1][CH:2]([C:4]1[N:9]([C:10]2[CH:15]=[CH:14][CH:13]=[CH:12][CH:11]=2)[C:8](=[O:16])[N:7]2[CH:17]=[CH:18][CH:19]=[C:6]2[CH:5]=1)[CH3:3].Cl[C:21]1[N:29]=[CH:28][N:27]=[C:26]2[C:22]=1[N:23]=[CH:24][NH:25]2.CCN(C(C)C)C(C)C, predict the reaction product. The product is: [N:29]1[C:21]([NH:1][CH:2]([C:4]2[N:9]([C:10]3[CH:15]=[CH:14][CH:13]=[CH:12][CH:11]=3)[C:8](=[O:16])[N:7]3[CH:17]=[CH:18][CH:19]=[C:6]3[CH:5]=2)[CH3:3])=[C:22]2[C:26]([NH:25][CH:24]=[N:23]2)=[N:27][CH:28]=1. (3) Given the reactants [CH:1]1([O:6][C:7]2[C:8]([O:22][CH3:23])=[CH:9][C:10]([CH:20]=[O:21])=[C:11]([CH:19]=2)[C:12]([N:14]([CH2:17][CH3:18])[CH2:15][CH3:16])=[O:13])[CH2:5][CH2:4][CH2:3][CH2:2]1.[CH2:24]([Mg]Br)[CH3:25], predict the reaction product. The product is: [CH2:15]([N:14]([CH2:17][CH3:18])[C:12](=[O:13])[C:11]1[CH:19]=[C:7]([O:6][CH:1]2[CH2:2][CH2:3][CH2:4][CH2:5]2)[C:8]([O:22][CH3:23])=[CH:9][C:10]=1[CH:20]([OH:21])[CH2:24][CH3:25])[CH3:16]. (4) Given the reactants [F:1][CH:2]([F:18])[CH2:3][O:4][C@H:5]1[C@@H:10]([NH2:11])[CH2:9][CH2:8][N:7]([C:12](=[O:17])[C:13]([F:16])([F:15])[F:14])[CH2:6]1.[Cl:19][C:20]1[N:21]=[C:22]([C:27](O)=[O:28])[NH:23][C:24]=1[CH2:25][CH3:26].CCN=C=NCCCN(C)C.Cl.C1C=CC2N(O)N=NC=2C=1, predict the reaction product. The product is: [Cl:19][C:20]1[N:21]=[C:22]([C:27]([NH:11][C@H:10]2[CH2:9][CH2:8][N:7]([C:12](=[O:17])[C:13]([F:16])([F:14])[F:15])[CH2:6][C@H:5]2[O:4][CH2:3][CH:2]([F:1])[F:18])=[O:28])[NH:23][C:24]=1[CH2:25][CH3:26]. (5) Given the reactants [OH:1][C:2]1[CH:10]=[CH:9][C:8]([N:11]2[CH:15]=[CH:14][CH:13]=[CH:12]2)=[CH:7][C:3]=1[C:4]([OH:6])=O.[F:16][C:17]([F:30])([F:29])[C:18]1[CH:19]=[C:20]([CH:22]=[C:23]([C:25]([F:28])([F:27])[F:26])[CH:24]=1)[NH2:21], predict the reaction product. The product is: [F:16][C:17]([F:29])([F:30])[C:18]1[CH:19]=[C:20]([NH:21][C:4](=[O:6])[C:3]2[CH:7]=[C:8]([N:11]3[CH:15]=[CH:14][CH:13]=[CH:12]3)[CH:9]=[CH:10][C:2]=2[OH:1])[CH:22]=[C:23]([C:25]([F:26])([F:28])[F:27])[CH:24]=1.